Dataset: Forward reaction prediction with 1.9M reactions from USPTO patents (1976-2016). Task: Predict the product of the given reaction. (1) Given the reactants [F:1][C:2]1[CH:3]=[CH:4][CH:5]=[C:6]2[C:10]=1[CH:9]([CH2:11][CH2:12][C:13]([NH:15][C:16]1[CH:24]=[CH:23][C:19]([C:20](O)=O)=[CH:18][N:17]=1)=[O:14])[N:8]([CH2:25][C:26]1[CH:31]=[CH:30][C:29]([F:32])=[CH:28][CH:27]=1)[C:7]2=[O:33].N1C2C(=CC=CC=2)[CH:37]=[CH:36][C:35]=1N, predict the reaction product. The product is: [F:1][C:2]1[CH:3]=[CH:4][CH:5]=[C:6]2[C:10]=1[CH:9]([CH2:11][CH2:12][C:13]([NH:15][C:16]1[CH:24]=[CH:23][C:19]3[C:18](=[CH:35][CH:36]=[CH:37][CH:20]=3)[N:17]=1)=[O:14])[N:8]([CH2:25][C:26]1[CH:27]=[CH:28][C:29]([F:32])=[CH:30][CH:31]=1)[C:7]2=[O:33]. (2) Given the reactants C[O:2][C:3](=[O:38])[C:4]1[CH:9]=[CH:8][C:7]([O:10][C:11]2[S:15][C:14]([NH:16][C:17](=[O:37])[CH:18]([C:25]3[CH:30]=[CH:29][C:28]([S:31]([CH:34]4[CH2:36][CH2:35]4)(=[O:33])=[O:32])=[CH:27][CH:26]=3)[O:19][C@@H:20]3[CH2:24][CH2:23][O:22][CH2:21]3)=[N:13][CH:12]=2)=[CH:6][CH:5]=1.[Li+].[OH-], predict the reaction product. The product is: [CH:34]1([S:31]([C:28]2[CH:29]=[CH:30][C:25]([CH:18]([O:19][C@@H:20]3[CH2:24][CH2:23][O:22][CH2:21]3)[C:17]([NH:16][C:14]3[S:15][C:11]([O:10][C:7]4[CH:8]=[CH:9][C:4]([C:3]([OH:38])=[O:2])=[CH:5][CH:6]=4)=[CH:12][N:13]=3)=[O:37])=[CH:26][CH:27]=2)(=[O:33])=[O:32])[CH2:36][CH2:35]1. (3) Given the reactants [F:1][C:2]1[CH:7]=[CH:6][CH:5]=[CH:4][C:3]=1[N:8]1[CH2:13][C:12]2[CH:14]=[CH:15][CH:16]=[CH:17][C:11]=2[NH:10][S:9]1(=[O:19])=[O:18].[Br:20][CH:21](CC)[CH2:22]O, predict the reaction product. The product is: [Br:20][CH2:21][CH2:22][N:10]1[C:11]2[CH:17]=[CH:16][CH:15]=[CH:14][C:12]=2[CH2:13][N:8]([C:3]2[CH:4]=[CH:5][CH:6]=[CH:7][C:2]=2[F:1])[S:9]1(=[O:19])=[O:18]. (4) Given the reactants C([O:3][C:4]([C:6]1[CH:37]=[CH:36][C:9]2[N:10]([CH:30]3[CH2:35][CH2:34][CH2:33][CH2:32][CH2:31]3)[C:11]([C:13]3[CH:14]=[C:15]4[C:20](=[CH:21][CH:22]=3)[N:19]=[C:18]([C:23]3[CH:28]=[CH:27][CH:26]=[CH:25][CH:24]=3)[CH:17]=[C:16]4Cl)=[N:12][C:8]=2[CH:7]=1)=[O:5])C.[NH2:38][NH2:39].C1(N2C3C=CC(C(O)=O)=CC=3N=C2C2C=C3C(=CC=2)N=C(C2C=CC=CC=2)C=C3N(C)C)CCCCC1, predict the reaction product. The product is: [CH:30]1([N:10]2[C:9]3[CH:36]=[CH:37][C:6]([C:4]([OH:3])=[O:5])=[CH:7][C:8]=3[N:12]=[C:11]2[C:13]2[CH:14]=[C:15]3[C:20](=[CH:21][CH:22]=2)[N:19]=[C:18]([C:23]2[CH:28]=[CH:27][CH:26]=[CH:25][CH:24]=2)[CH:17]=[C:16]3[NH:38][NH2:39])[CH2:31][CH2:32][CH2:33][CH2:34][CH2:35]1. (5) Given the reactants [C:1]([O:5][C:6](=[O:16])[CH2:7][NH:8][C:9]([O:11][C:12]([CH3:15])([CH3:14])[CH3:13])=[O:10])([CH3:4])([CH3:3])[CH3:2].[Li+].C[Si]([N-][Si](C)(C)C)(C)C.Br[CH2:28][C:29]1[CH:38]=[CH:37][C:32]([C:33]([O:35][CH3:36])=[O:34])=[CH:31][CH:30]=1, predict the reaction product. The product is: [C:1]([O:5][C:6](=[O:16])[CH:7]([NH:8][C:9]([O:11][C:12]([CH3:15])([CH3:14])[CH3:13])=[O:10])[CH2:28][C:29]1[CH:38]=[CH:37][C:32]([C:33]([O:35][CH3:36])=[O:34])=[CH:31][CH:30]=1)([CH3:3])([CH3:4])[CH3:2]. (6) Given the reactants [Br:1][C:2]1[CH:7]=[C:6]2[NH:8][CH2:9][C:10]3([CH2:15][CH2:14][O:13][CH2:12][CH2:11]3)[C:5]2=[CH:4][CH:3]=1.Cl[C:17]1[C:26]2[C:21](=[CH:22][CH:23]=[C:24]([Cl:27])[CH:25]=2)[N:20]=[C:19]([CH3:28])[C:18]=1[CH3:29], predict the reaction product. The product is: [Br:1][C:2]1[CH:7]=[C:6]2[N:8]([C:17]3[C:26]4[C:21](=[CH:22][CH:23]=[C:24]([Cl:27])[CH:25]=4)[N:20]=[C:19]([CH3:28])[C:18]=3[CH3:29])[CH2:9][C:10]3([CH2:15][CH2:14][O:13][CH2:12][CH2:11]3)[C:5]2=[CH:4][CH:3]=1.